From a dataset of Forward reaction prediction with 1.9M reactions from USPTO patents (1976-2016). Predict the product of the given reaction. Given the reactants FC(F)(F)S(O[C:7]1[CH:12]=[CH:11][C:10]([N:13]2[C:19](=[O:20])[C:18]3[C:21]([NH2:25])=[N:22][CH:23]=[N:24][C:17]=3[O:16][C@H:15]([CH3:26])[CH2:14]2)=[CH:9][C:8]=1[F:27])(=O)=O.[Cl:30][C:31]1[CH:36]=[CH:35][CH:34]=[C:33]([F:37])[C:32]=1[B-](F)(F)F.[K+].P([O-])([O-])([O-])=O.[K+].[K+].[K+].O, predict the reaction product. The product is: [NH2:25][C:21]1[C:18]2[C:19](=[O:20])[N:13]([C:10]3[CH:11]=[CH:12][C:7]([C:32]4[C:33]([F:37])=[CH:34][CH:35]=[CH:36][C:31]=4[Cl:30])=[C:8]([F:27])[CH:9]=3)[CH2:14][C@@H:15]([CH3:26])[O:16][C:17]=2[N:24]=[CH:23][N:22]=1.